From a dataset of Peptide-MHC class II binding affinity with 134,281 pairs from IEDB. Regression. Given a peptide amino acid sequence and an MHC pseudo amino acid sequence, predict their binding affinity value. This is MHC class II binding data. (1) The peptide sequence is LELLQRRFGGTVIRN. The MHC is DRB5_0101 with pseudo-sequence DRB5_0101. The binding affinity (normalized) is 0.674. (2) The peptide sequence is RGLSSRKRRSHDVLT. The MHC is DRB1_1101 with pseudo-sequence DRB1_1101. The binding affinity (normalized) is 0.554. (3) The peptide sequence is GVWTFDSEEPLQGPF. The MHC is HLA-DQA10501-DQB10201 with pseudo-sequence HLA-DQA10501-DQB10201. The binding affinity (normalized) is 0.416. (4) The peptide sequence is EAVRHFPRPWLHGL. The MHC is DRB1_1101 with pseudo-sequence DRB1_1101. The binding affinity (normalized) is 0.383. (5) The peptide sequence is EKKYFAATLFEPLAA. The MHC is HLA-DQA10501-DQB10201 with pseudo-sequence HLA-DQA10501-DQB10201. The binding affinity (normalized) is 0.576. (6) The binding affinity (normalized) is 0.717. The MHC is DRB1_0101 with pseudo-sequence DRB1_0101. The peptide sequence is NEIEYGFTRRFKFLL. (7) The peptide sequence is RLLDILEAIKLIRKK. The MHC is DRB4_0101 with pseudo-sequence DRB4_0103. The binding affinity (normalized) is 0.443.